This data is from Peptide-MHC class II binding affinity with 134,281 pairs from IEDB. The task is: Regression. Given a peptide amino acid sequence and an MHC pseudo amino acid sequence, predict their binding affinity value. This is MHC class II binding data. (1) The peptide sequence is RTEQKDFDGRSEFAY. The MHC is DRB5_0101 with pseudo-sequence DRB5_0101. The binding affinity (normalized) is 0.0917. (2) The peptide sequence is QKYCPNKICTSKGDS. The MHC is HLA-DPA10103-DPB10301 with pseudo-sequence HLA-DPA10103-DPB10301. The binding affinity (normalized) is 0. (3) The peptide sequence is IYKASPTLAFPAGVC. The MHC is HLA-DPA10103-DPB10201 with pseudo-sequence HLA-DPA10103-DPB10201. The binding affinity (normalized) is 0.373.